From a dataset of Reaction yield outcomes from USPTO patents with 853,638 reactions. Predict the reaction yield, written as a fraction of the theoretical maximum amount of product (1.0 means a 100% yield; for example, 0.34 means a 34% yield). (1) The catalyst is CN(C=O)C.ClCCl. The reactants are [S:1]1[C:5]2[CH:6]=[CH:7][CH:8]=[CH:9][C:4]=2[N:3]=[C:2]1[C:10]1[C:11](=[O:26])[O:12][C:13]2[C:18]([CH:19]=1)=[CH:17][CH:16]=[C:15]([N:20]1[CH2:25][CH2:24][NH:23][CH2:22][CH2:21]1)[CH:14]=2.[C:27](=O)([O-])[O-].[Cs+].[Cs+]. The yield is 0.470. The product is [S:1]1[C:5]2[CH:6]=[CH:7][CH:8]=[CH:9][C:4]=2[N:3]=[C:2]1[C:10]1[C:11](=[O:26])[O:12][C:13]2[C:18]([CH:19]=1)=[CH:17][CH:16]=[C:15]([N:20]1[CH2:25][CH2:24][N:23]([CH3:27])[CH2:22][CH2:21]1)[CH:14]=2. (2) The reactants are [OH-].[Na+].[F:3][C:4]1[C:13]([N:14](S(CCC)(=O)=O)[S:15]([CH2:18][CH2:19][CH3:20])(=[O:17])=[O:16])=[CH:12][CH:11]=[C:10]([F:27])[C:5]=1[C:6]([O:8]C)=[O:7]. The catalyst is C1COCC1.CO. The product is [F:3][C:4]1[C:13]([NH:14][S:15]([CH2:18][CH2:19][CH3:20])(=[O:16])=[O:17])=[CH:12][CH:11]=[C:10]([F:27])[C:5]=1[C:6]([OH:8])=[O:7]. The yield is 0.770. (3) The reactants are [OH:1][CH:2]1[CH2:6][CH2:5][CH:4]([C:7]2[N:12]=[C:11]3[CH2:13][CH2:14][CH2:15][C:10]3=[C:9]([NH:16][C:17]3[CH:22]=[CH:21][C:20]([CH2:23][C:24]([O:26]CC)=O)=[CH:19][CH:18]=3)[CH:8]=2)[CH2:3]1.[NH3:29]. The catalyst is CO. The product is [OH:1][CH:2]1[CH2:6][CH2:5][CH:4]([C:7]2[N:12]=[C:11]3[CH2:13][CH2:14][CH2:15][C:10]3=[C:9]([NH:16][C:17]3[CH:18]=[CH:19][C:20]([CH2:23][C:24]([NH2:29])=[O:26])=[CH:21][CH:22]=3)[CH:8]=2)[CH2:3]1. The yield is 0.250. (4) The reactants are [NH2:1][C:2]1[CH:10]=[C:9]2[C:5]([CH2:6][O:7][C:8]2=[C:11]2[C:19]3[C:14](=[CH:15][CH:16]=[CH:17][CH:18]=3)[NH:13][C:12]2=[O:20])=[CH:4][CH:3]=1.[CH:21](=O)[CH3:22].[C:24](O[BH-](OC(=O)C)OC(=O)C)(=O)[CH3:25].[Na+]. No catalyst specified. The product is [CH2:21]([NH:1][C:2]1[CH:10]=[C:9]2[C:5]([CH2:6][O:7][C:8]2=[C:11]2[C:19]3[C:14](=[CH:15][CH:16]=[CH:17][CH:18]=3)[NH:13][C:12]2=[O:20])=[CH:4][CH:3]=1)[CH3:22].[CH2:24]([N:1]([CH2:21][CH3:22])[C:2]1[CH:10]=[C:9]2[C:5]([CH2:6][O:7][C:8]2=[C:11]2[C:19]3[C:14](=[CH:15][CH:16]=[CH:17][CH:18]=3)[NH:13][C:12]2=[O:20])=[CH:4][CH:3]=1)[CH3:25]. The yield is 0.610. (5) The reactants are C[O:2][C:3]1[CH:8]=[C:7]([C:9]2[CH:14]=[CH:13][C:12]([C:15]([F:18])([F:17])[F:16])=[CH:11][N:10]=2)[CH:6]=[CH:5][N:4]=1. The catalyst is Cl. The product is [F:18][C:15]([F:16])([F:17])[C:12]1[CH:13]=[CH:14][C:9]([C:7]2[CH:6]=[CH:5][NH:4][C:3](=[O:2])[CH:8]=2)=[N:10][CH:11]=1. The yield is 0.890.